The task is: Predict which catalyst facilitates the given reaction.. This data is from Catalyst prediction with 721,799 reactions and 888 catalyst types from USPTO. (1) The catalyst class is: 113. Reactant: [Cl:1][CH2:2][C:3]([C:5]1[CH:10]=[C:9]([CH3:11])[CH:8]=[CH:7][C:6]=1[CH3:12])=[O:4].[CH2:13](O)[CH2:14][CH2:15][OH:16]. Product: [Cl:1][CH2:2][C:3]1([C:5]2[CH:10]=[C:9]([CH3:11])[CH:8]=[CH:7][C:6]=2[CH3:12])[O:16][CH2:15][CH2:14][CH2:13][O:4]1. (2) Reactant: C([O:3][C:4](=[O:40])[C:5]([O:8][C:9]1[CH:14]=[CH:13][C:12]([O:15][CH2:16][CH2:17][C:18]2[N:19]=[C:20]([C:24]3[CH:25]=[C:26](C4C=CC=CC=4)[CH:27]=[CH:28][CH:29]=3)[O:21][C:22]=2[CH3:23])=[C:11](CCCC)[CH:10]=1)([CH3:7])[CH3:6])C.[OH-].[Na+]. Product: [C:27]1([C:9]2[CH:14]=[CH:13][CH:12]=[CH:11][CH:10]=2)[CH:28]=[CH:29][C:24]([C:20]2[O:21][C:22]([CH3:23])=[C:18]([CH2:17][CH2:16][O:15][C:12]3[CH:13]=[CH:14][C:9]([O:8][C:5]([CH3:6])([CH3:7])[C:4]([OH:3])=[O:40])=[CH:10][C:11]=3[CH2:16][CH2:17][CH2:18][CH3:22])[N:19]=2)=[CH:25][CH:26]=1. The catalyst class is: 8.